This data is from Peptide-MHC class I binding affinity with 185,985 pairs from IEDB/IMGT. The task is: Regression. Given a peptide amino acid sequence and an MHC pseudo amino acid sequence, predict their binding affinity value. This is MHC class I binding data. (1) The peptide sequence is STGMTPEKV. The MHC is Mamu-A01 with pseudo-sequence Mamu-A01. The binding affinity (normalized) is 0. (2) The peptide sequence is YVVSRRGDL. The MHC is HLA-B40:01 with pseudo-sequence HLA-B40:01. The binding affinity (normalized) is 0.0847. (3) The peptide sequence is MTMLTRWKI. The MHC is HLA-C04:01 with pseudo-sequence HLA-C04:01. The binding affinity (normalized) is 0.213. (4) The binding affinity (normalized) is 0.0847. The peptide sequence is IEVKFHPIL. The MHC is HLA-B57:01 with pseudo-sequence HLA-B57:01. (5) The peptide sequence is PIPTTAEPL. The MHC is Mamu-A01 with pseudo-sequence Mamu-A01. The binding affinity (normalized) is 0.217. (6) The peptide sequence is VYYIVVRDF. The MHC is HLA-A24:02 with pseudo-sequence HLA-A24:02. The binding affinity (normalized) is 0.824. (7) The peptide sequence is STPIVVQMTK. The MHC is HLA-A33:01 with pseudo-sequence HLA-A33:01. The binding affinity (normalized) is 0.0255.